Dataset: Reaction yield outcomes from USPTO patents with 853,638 reactions. Task: Predict the reaction yield, written as a fraction of the theoretical maximum amount of product (1.0 means a 100% yield; for example, 0.34 means a 34% yield). The reactants are Cl.[F:2][C:3]1[CH:4]=[C:5]([CH:14]2[CH2:19][CH:18]([C:20]([O:22][CH3:23])=[O:21])[CH2:17][CH2:16][NH:15]2)[CH:6]=[C:7]([F:13])[C:8]=1[C:9]([F:12])([F:11])[F:10].CCN(C(C)C)C(C)C.[C:33](Cl)(=[O:36])[O:34][CH3:35]. The catalyst is C(Cl)Cl. The product is [F:13][C:7]1[CH:6]=[C:5]([CH:14]2[CH2:19][CH:18]([C:20]([O:22][CH3:23])=[O:21])[CH2:17][CH2:16][N:15]2[C:33]([O:34][CH3:35])=[O:36])[CH:4]=[C:3]([F:2])[C:8]=1[C:9]([F:12])([F:10])[F:11]. The yield is 0.860.